The task is: Predict the product of the given reaction.. This data is from Forward reaction prediction with 1.9M reactions from USPTO patents (1976-2016). (1) The product is: [F:14][C:8]1[CH:7]=[C:6]([CH2:5][C:1]#[N:2])[CH:11]=[CH:10][C:9]=1[O:12][CH3:13]. Given the reactants [C-:1]#[N:2].[K+].Cl[CH2:5][C:6]1[CH:11]=[CH:10][C:9]([O:12][CH3:13])=[C:8]([F:14])[CH:7]=1, predict the reaction product. (2) Given the reactants [CH3:1][C:2]([C:13]1[NH:14][C:15]2[C:20]([CH:21]=1)=[CH:19][C:18]([N+:22]([O-])=O)=[CH:17][CH:16]=2)([CH3:12])[CH2:3][NH:4][C:5](=[O:11])[O:6][C:7]([CH3:10])([CH3:9])[CH3:8].C([O-])=O.[NH4+], predict the reaction product. The product is: [NH2:22][C:18]1[CH:19]=[C:20]2[C:15](=[CH:16][CH:17]=1)[NH:14][C:13]([C:2]([CH3:12])([CH3:1])[CH2:3][NH:4][C:5](=[O:11])[O:6][C:7]([CH3:9])([CH3:8])[CH3:10])=[CH:21]2.